From a dataset of Reaction yield outcomes from USPTO patents with 853,638 reactions. Predict the reaction yield, written as a fraction of the theoretical maximum amount of product (1.0 means a 100% yield; for example, 0.34 means a 34% yield). (1) The reactants are [C:1]([O:4][C@@H:5]1[C@H:11]([O:12][CH2:13][C:14]2[CH:19]=[CH:18][CH:17]=[CH:16][CH:15]=2)[C@@:10]([CH2:29][O:30][S:31]([CH3:34])(=[O:33])=[O:32])([CH2:20][O:21][CH2:22][C:23]2[CH:28]=[CH:27][CH:26]=[CH:25][CH:24]=2)[O:9][CH:6]1OC)(=[O:3])[CH3:2].[C:35]1([S:41][Si](C)(C)C)[CH:40]=[CH:39][CH:38]=[CH:37][CH:36]=1.O([Si](C)(C)C)S(C(F)(F)F)(=O)=O. The catalyst is ClCCl. The product is [C:1]([O:4][C@@H:5]1[C@H:11]([O:12][CH2:13][C:14]2[CH:19]=[CH:18][CH:17]=[CH:16][CH:15]=2)[C@@:10]([CH2:29][O:30][S:31]([CH3:34])(=[O:33])=[O:32])([CH2:20][O:21][CH2:22][C:23]2[CH:24]=[CH:25][CH:26]=[CH:27][CH:28]=2)[O:9][C@H:6]1[S:41][C:35]1[CH:40]=[CH:39][CH:38]=[CH:37][CH:36]=1)(=[O:3])[CH3:2]. The yield is 0.660. (2) The reactants are [F:1][C:2]1[CH:3]=[C:4]([C:8]2[CH:16]=[CH:15][CH:14]=[C:13]3[C:9]=2/[C:10](=[CH:18]/[C:19]2[NH:20][C:21]([CH3:27])=[CH:22][C:23]=2[C:24](O)=[O:25])/[C:11](=[O:17])[NH:12]3)[CH:5]=[CH:6][CH:7]=1.[N:28]1([CH2:34][CH2:35][NH2:36])[CH2:33][CH2:32][CH2:31][CH2:30][CH2:29]1.C1C=CC2N(O)N=NC=2C=1.C(Cl)CCl. The catalyst is C1COCC1.CN(C=O)C. The product is [N:28]1([CH2:34][CH2:35][NH:36][C:24]([C:23]2[CH:22]=[C:21]([CH3:27])[NH:20][C:19]=2/[CH:18]=[C:10]2\[C:11](=[O:17])[NH:12][C:13]3[C:9]\2=[C:8]([C:4]2[CH:5]=[CH:6][CH:7]=[C:2]([F:1])[CH:3]=2)[CH:16]=[CH:15][CH:14]=3)=[O:25])[CH2:33][CH2:32][CH2:31][CH2:30][CH2:29]1. The yield is 0.700. (3) The reactants are [F:1][C:2]([F:37])([F:36])[C:3]1[CH:4]=[C:5]([CH:29]=[C:30]([C:32]([F:35])([F:34])[F:33])[CH:31]=1)[CH2:6][O:7][C@H:8]1[O:13][CH2:12][CH2:11][N:10]([CH2:14][CH2:15][CH2:16][CH2:17][CH2:18][C:19]([O:21]C)=[O:20])[C@@H:9]1[C:23]1[CH:28]=[CH:27][CH:26]=[CH:25][CH:24]=1.[OH-].[Na+]. The catalyst is CO. The product is [F:37][C:2]([F:1])([F:36])[C:3]1[CH:4]=[C:5]([CH:29]=[C:30]([C:32]([F:33])([F:34])[F:35])[CH:31]=1)[CH2:6][O:7][C@H:8]1[O:13][CH2:12][CH2:11][N:10]([CH2:14][CH2:15][CH2:16][CH2:17][CH2:18][C:19]([OH:21])=[O:20])[C@@H:9]1[C:23]1[CH:28]=[CH:27][CH:26]=[CH:25][CH:24]=1. The yield is 0.890. (4) The reactants are [CH3:1][C:2]1[CH:7]=[CH:6][C:5]([SH:8])=[CH:4][CH:3]=1.[H-].[Na+].[CH2:11]([O:13][C:14](=[O:17])[CH2:15]Br)[CH3:12]. The catalyst is C1COCC1. The product is [CH2:11]([O:13][C:14](=[O:17])[CH2:15][S:8][C:5]1[CH:6]=[CH:7][C:2]([CH3:1])=[CH:3][CH:4]=1)[CH3:12]. The yield is 0.990. (5) The reactants are [CH3:1][O:2][C:3]1[CH:4]=[C:5]2[C:10](=[CH:11][C:12]=1[O:13][CH3:14])[N:9]=[CH:8][CH:7]=[C:6]2[O:15][C:16]1[CH:22]=[CH:21][C:19]([NH2:20])=[C:18]([CH3:23])[C:17]=1[CH3:24].C([N:27]([CH2:30]C)CC)C.[C:32](Cl)(Cl)=[S:33].N[CH2:37][CH2:38][CH2:39][N:40]1[CH:44]=[CH:43][N:42]=[CH:41]1.CN(C)C=[O:48]. The catalyst is C(OCC)(=O)C. The product is [CH3:1][O:2][C:3]1[CH:4]=[C:5]2[C:10](=[CH:11][C:12]=1[O:13][CH3:14])[N:9]=[CH:8][CH:7]=[C:6]2[O:15][C:16]1[CH:22]=[CH:21][C:19]([NH:20][C:32]([NH:27][CH2:30][CH2:37][CH2:38][C:39]([N:40]2[CH:44]=[CH:43][N:42]=[CH:41]2)=[O:48])=[S:33])=[C:18]([CH3:23])[C:17]=1[CH3:24]. The yield is 0.170. (6) The product is [Br:1][C:2]1[CH:3]=[CH:4][C:5]([OH:11])=[C:6]([F:10])[C:7]=1[CH:8]1[O:14][CH2:13][CH2:12][O:9]1. The catalyst is C1(C)C=CC=CC=1. The reactants are [Br:1][C:2]1[C:7]([CH:8]=[O:9])=[C:6]([F:10])[C:5]([OH:11])=[CH:4][CH:3]=1.[CH2:12](O)[CH2:13][OH:14].C1(C)C=CC(S(O)(=O)=O)=CC=1.C(=O)(O)[O-].[Na+]. The yield is 0.940. (7) The reactants are [CH2:1]([O:3][C:4]([C:6]1[N:7]=[C:8]2[C:13]([C:14]([F:17])([F:16])[F:15])=[CH:12][C:11]([Br:18])=[CH:10][N:9]2[CH:19]=1)=[O:5])[CH3:2].C1C(=O)N([Cl:27])C(=O)C1. The yield is 0.860. The catalyst is CN(C=O)C. The product is [CH2:1]([O:3][C:4]([C:6]1[N:7]=[C:8]2[C:13]([C:14]([F:17])([F:15])[F:16])=[CH:12][C:11]([Br:18])=[CH:10][N:9]2[C:19]=1[Cl:27])=[O:5])[CH3:2]. (8) The reactants are [O:1]=[C:2]1[N:7]([C:8]2[CH:13]=[CH:12][CH:11]=[CH:10][CH:9]=2)[CH:6]=[C:5]([C:14]([NH2:16])=[O:15])[C:4]([O:17][C:18]2[CH:23]=[CH:22][CH:21]=[CH:20][CH:19]=2)=[CH:3]1.CO[CH:26](OC)[N:27]([CH3:29])[CH3:28]. No catalyst specified. The product is [CH3:26][N:27]([CH3:29])[CH:28]=[N:16][C:14]([C:5]1[C:4]([O:17][C:18]2[CH:23]=[CH:22][CH:21]=[CH:20][CH:19]=2)=[CH:3][C:2](=[O:1])[N:7]([C:8]2[CH:9]=[CH:10][CH:11]=[CH:12][CH:13]=2)[CH:6]=1)=[O:15]. The yield is 0.820. (9) The reactants are I[C:2]1[C:10]2[C:5](=[N:6][CH:7]=[C:8]([C:11]3[CH:12]=[C:13]([C:17]([N:19]4[CH2:24][CH2:23][O:22][CH2:21][CH2:20]4)=[O:18])[CH:14]=[CH:15][CH:16]=3)[CH:9]=2)[NH:4][N:3]=1.[NH:25]1[CH:29]=[C:28](B(O)O)[CH:27]=[N:26]1.C(=O)([O-])[O-].[Na+].[Na+]. The catalyst is C(#N)C.O.C(OCC)(=O)C. The product is [N:19]1([C:17]([C:13]2[CH:14]=[CH:15][CH:16]=[C:11]([C:8]3[CH:9]=[C:10]4[C:2]([C:28]5[CH:29]=[N:25][NH:26][CH:27]=5)=[N:3][NH:4][C:5]4=[N:6][CH:7]=3)[CH:12]=2)=[O:18])[CH2:24][CH2:23][O:22][CH2:21][CH2:20]1. The yield is 0.290. (10) The product is [Cl:14][C:15]1[CH:16]=[CH:17][CH:18]=[C:19]2[C:23]=1[N:22]([CH3:24])[CH:21]=[C:20]2[CH2:25][NH:6][CH3:5]. No catalyst specified. The yield is 0.930. The reactants are BrC1C=C[C:5](NCC(OC)=O)=[N:6]C=1.[Cl:14][C:15]1[CH:16]=[CH:17][CH:18]=[C:19]2[C:23]=1[N:22]([CH3:24])[CH:21]=[C:20]2[CH:25]=O.CN1C2C(=CC=CC=2)C(C)=C1C=O.